This data is from Forward reaction prediction with 1.9M reactions from USPTO patents (1976-2016). The task is: Predict the product of the given reaction. (1) Given the reactants [F:1][C:2]1[CH:3]=[C:4]([NH2:19])[C:5]([NH2:18])=[CH:6][C:7]=1[O:8][CH2:9][CH2:10][CH2:11][N:12]1[CH2:17][CH2:16][CH2:15][CH2:14][CH2:13]1.[N+:20]([C:23]1[C:24]([CH:34]=O)=[N:25][N:26]([CH:28]2[CH2:33][CH2:32][CH2:31][CH2:30][O:29]2)[CH:27]=1)([O-:22])=[O:21], predict the reaction product. The product is: [F:1][C:2]1[C:7]([O:8][CH2:9][CH2:10][CH2:11][N:12]2[CH2:17][CH2:16][CH2:15][CH2:14][CH2:13]2)=[CH:6][C:5]2[NH:18][C:34]([C:24]3[C:23]([N+:20]([O-:22])=[O:21])=[CH:27][N:26]([CH:28]4[CH2:33][CH2:32][CH2:31][CH2:30][O:29]4)[N:25]=3)=[N:19][C:4]=2[CH:3]=1. (2) Given the reactants [NH2:1][C:2]1[CH:10]=[CH:9][CH:8]=[C:7]([C:11]([F:14])([F:13])[F:12])[C:3]=1[C:4]([NH2:6])=O.[Cl-:15].[NH:16]1[CH2:20][CH2:19][CH2:18][CH2:17]1, predict the reaction product. The product is: [Cl:15][C:2]1[CH:10]=[CH:9][CH:8]=[CH:7][C:3]=1[C:4]1[N:6]=[C:4]([N:16]2[CH2:20][CH2:19][CH2:18][CH2:17]2)[C:3]2[C:2](=[CH:10][CH:9]=[CH:8][C:7]=2[C:11]([F:14])([F:13])[F:12])[N:1]=1. (3) Given the reactants Cl.Cl.[NH2:3][C:4]1[N:8]([CH3:9])[N:7]=[CH:6][C:5]=1[CH2:10][CH2:11][CH2:12][NH2:13].[CH3:14][O-:15].[Na+], predict the reaction product. The product is: [NH2:3][C:4]1[N:8]([CH3:9])[N:7]=[CH:6][C:5]=1[CH2:10][CH2:11][CH2:12][NH:13][CH:14]=[O:15]. (4) Given the reactants Cl.[CH3:2][O:3][NH:4]OOC.[CH3:8]CN(C(C)C)C(C)C.[CH:17]1([C:21]([OH:23])=O)[CH2:20][CH2:19][CH2:18]1.C(Cl)CCl, predict the reaction product. The product is: [CH3:2][O:3][N:4]([CH3:8])[C:21]([CH:17]1[CH2:20][CH2:19][CH2:18]1)=[O:23]. (5) Given the reactants [CH3:1][C:2]1[CH:7]=[CH:6][N:5]=[CH:4][C:3]=1[NH:8][C:9](=[O:15])[O:10][C:11]([CH3:14])([CH3:13])[CH3:12], predict the reaction product. The product is: [CH3:1][CH:2]1[CH2:7][CH2:6][NH:5][CH2:4][CH:3]1[NH:8][C:9](=[O:15])[O:10][C:11]([CH3:14])([CH3:13])[CH3:12]. (6) Given the reactants [Cl:1][C:2]1[CH:3]=[N:4][C:5]2[N:6]([N:8]=[C:9]([C:11]([OH:13])=O)[CH:10]=2)[CH:7]=1.[C:14]1([CH3:26])[CH:19]=[CH:18][CH:17]=[C:16]([C:20]2[CH2:21][CH2:22][NH:23][CH2:24][CH:25]=2)[CH:15]=1, predict the reaction product. The product is: [Cl:1][C:2]1[CH:3]=[N:4][C:5]2[N:6]([N:8]=[C:9]([C:11]([N:23]3[CH2:22][CH:21]=[C:20]([C:16]4[CH:15]=[C:14]([CH3:26])[CH:19]=[CH:18][CH:17]=4)[CH2:25][CH2:24]3)=[O:13])[CH:10]=2)[CH:7]=1. (7) The product is: [C:2]([O:20][CH3:21])(=[O:1])[CH2:3][CH2:4][CH2:5][CH2:6][CH2:7][CH2:8][CH2:9]/[CH:10]=[CH:11]\[CH2:12][CH2:13][CH2:14][CH2:15][CH2:16][CH2:17][CH2:18][CH3:19]. Given the reactants [O:1]=[C:2]([O:20][CH2:21][CH:21]([O:20][C:2](=[O:1])[CH2:3][CH2:4][CH2:5][CH2:6][CH2:7][CH2:8][CH2:9]/[CH:10]=[CH:11]\[CH2:12][CH2:13][CH2:14][CH2:15][CH2:16][CH2:17][CH2:18][CH3:19])[CH2:21][O:20][C:2](=[O:1])[CH2:3][CH2:4][CH2:5][CH2:6][CH2:7][CH2:8][CH2:9]/[CH:10]=[CH:11]\[CH2:12][CH2:13][CH2:14][CH2:15][CH2:16][CH2:17][CH2:18][CH3:19])[CH2:3][CH2:4][CH2:5][CH2:6][CH2:7][CH2:8][CH2:9]/[CH:10]=[CH:11]\[CH2:12][CH2:13][CH2:14][CH2:15][CH2:16][CH2:17][CH2:18][CH3:19].CO, predict the reaction product. (8) Given the reactants C(N(CC)CC)C.[Cl:8][CH2:9][C:10](Cl)=[O:11].[NH2:13][C:14]1[CH:15]=[CH:16][C:17]([C:20]#[N:21])=[N:18][CH:19]=1, predict the reaction product. The product is: [Cl:8][CH2:9][C:10]([NH:13][C:14]1[CH:19]=[N:18][C:17]([C:20]#[N:21])=[CH:16][CH:15]=1)=[O:11]. (9) Given the reactants [OH:1][C@@H:2]1[CH2:7][CH2:6][CH2:5][C@H:4]([CH2:8][CH2:9][C:10]([CH3:19])([CH3:18])[C:11]([O:13][C:14]([CH3:17])([CH3:16])[CH3:15])=[O:12])[CH2:3]1.I[CH2:21][C:22]1[N:23]=[C:24]([C:28]2[CH:33]=[CH:32][C:31]([CH3:34])=[CH:30][CH:29]=2)[O:25][C:26]=1[CH3:27].[H-].[Na+].C(OC)(C)(C)C, predict the reaction product. The product is: [CH3:18][C:10]([CH3:19])([CH2:9][CH2:8][C@H:4]1[CH2:5][CH2:6][CH2:7][C@@H:2]([O:1][CH2:21][C:22]2[N:23]=[C:24]([C:28]3[CH:33]=[CH:32][C:31]([CH3:34])=[CH:30][CH:29]=3)[O:25][C:26]=2[CH3:27])[CH2:3]1)[C:11]([O:13][C:14]([CH3:17])([CH3:16])[CH3:15])=[O:12].